Dataset: Full USPTO retrosynthesis dataset with 1.9M reactions from patents (1976-2016). Task: Predict the reactants needed to synthesize the given product. (1) Given the product [CH2:1]([C:3]1[N:4]([CH2:18][CH2:17][O:16][CH2:15][CH2:14][O:13][CH3:12])[C:5]2[CH:11]=[CH:10][CH:9]=[CH:8][C:6]=2[N:7]=1)[CH3:2], predict the reactants needed to synthesize it. The reactants are: [CH2:1]([C:3]1[NH:4][C:5]2[CH:11]=[CH:10][CH:9]=[CH:8][C:6]=2[N:7]=1)[CH3:2].[CH3:12][O:13][CH2:14][CH2:15][O:16][CH2:17][CH2:18]Cl. (2) Given the product [NH2:28][CH2:27][CH2:26][O:25][C:24]1[CH:23]=[C:22]([NH:21][C:2]2[N:7]=[C:6]([NH:8][C:9]3[CH:14]=[CH:13][CH:12]=[CH:11][C:10]=3[NH:15][S:16]([CH3:19])(=[O:18])=[O:17])[C:5]([Cl:20])=[CH:4][N:3]=2)[CH:38]=[CH:37][CH:36]=1, predict the reactants needed to synthesize it. The reactants are: Cl[C:2]1[N:7]=[C:6]([NH:8][C:9]2[CH:14]=[CH:13][CH:12]=[CH:11][C:10]=2[NH:15][S:16]([CH3:19])(=[O:18])=[O:17])[C:5]([Cl:20])=[CH:4][N:3]=1.[NH2:21][C:22]1[CH:23]=[C:24]([CH:36]=[CH:37][CH:38]=1)[O:25][CH2:26][CH2:27][NH:28]C(=O)OC(C)(C)C.C(O)(C)C.Cl. (3) Given the product [C:1]([O:5][C:6](=[O:21])[NH:7][CH2:8][C:9]1[C:18]2[C:13](=[CH:14][CH:15]=[CH:16][CH:17]=2)[C:12](=[O:19])[N:11]([NH:20][C:30](=[O:31])[CH2:29][CH:26]2[CH2:27][CH2:28][C:23]([F:33])([F:22])[CH2:24][CH2:25]2)[N:10]=1)([CH3:4])([CH3:2])[CH3:3], predict the reactants needed to synthesize it. The reactants are: [C:1]([O:5][C:6](=[O:21])[NH:7][CH2:8][C:9]1[C:18]2[C:13](=[CH:14][CH:15]=[CH:16][CH:17]=2)[C:12](=[O:19])[N:11]([NH2:20])[N:10]=1)([CH3:4])([CH3:3])[CH3:2].[F:22][C:23]1([F:33])[CH2:28][CH2:27][CH:26]([CH2:29][C:30](O)=[O:31])[CH2:25][CH2:24]1. (4) Given the product [NH3:17].[Si:53]([O:52][C@H:15]([C:12]1[CH:13]=[CH:14][C:9]([OH:8])=[C:10]([NH:60][S:61]([CH3:64])(=[O:62])=[O:63])[CH:11]=1)[CH2:16][NH:17][CH2:18][CH2:19][CH2:20][CH2:21][CH2:22][CH2:23][O:24][CH2:25][CH2:26][CH2:27][CH2:28][C:29]1[CH:34]=[CH:33][C:32]([OH:35])=[C:31]([C@@H:36]([C:46]2[CH:47]=[CH:48][CH:49]=[CH:50][CH:51]=2)[CH2:37][CH2:38][N:39]([CH:40]([CH3:42])[CH3:41])[CH:43]([CH3:45])[CH3:44])[CH:30]=1)([C:56]([CH3:59])([CH3:57])[CH3:58])([CH3:55])[CH3:54], predict the reactants needed to synthesize it. The reactants are: C([O:8][C:9]1[CH:14]=[CH:13][C:12]([C@@H:15]([O:52][Si:53]([C:56]([CH3:59])([CH3:58])[CH3:57])([CH3:55])[CH3:54])[CH2:16][NH:17][CH2:18][CH2:19][CH2:20][CH2:21][CH2:22][CH2:23][O:24][CH2:25][CH2:26][CH2:27][CH2:28][C:29]2[CH:34]=[CH:33][C:32]([OH:35])=[C:31]([C@@H:36]([C:46]3[CH:51]=[CH:50][CH:49]=[CH:48][CH:47]=3)[CH2:37][CH2:38][N:39]([CH:43]([CH3:45])[CH3:44])[CH:40]([CH3:42])[CH3:41])[CH:30]=2)=[CH:11][C:10]=1[NH:60][S:61]([CH3:64])(=[O:63])=[O:62])C1C=CC=CC=1.C([O-])=O.[NH4+]. (5) Given the product [Cl:13][C:14]1[CH:28]=[CH:27][C:17]([CH2:18][O:19][C:20]2[CH:25]=[CH:24][N:23]([C:2]3[CH:10]=[CH:9][C:8]4[C:4](=[C:5]([CH3:12])[N:6]([CH3:11])[N:7]=4)[CH:3]=3)[C:22](=[O:26])[CH:21]=2)=[CH:16][CH:15]=1, predict the reactants needed to synthesize it. The reactants are: Br[C:2]1[CH:10]=[CH:9][C:8]2[C:4](=[C:5]([CH3:12])[N:6]([CH3:11])[N:7]=2)[CH:3]=1.[Cl:13][C:14]1[CH:28]=[CH:27][C:17]([CH2:18][O:19][C:20]2[CH:25]=[CH:24][NH:23][C:22](=[O:26])[CH:21]=2)=[CH:16][CH:15]=1.C(=O)([O-])[O-].[K+].[K+].CNCCNC.N. (6) Given the product [CH3:34][O:4][C:1]([N:2]1[C:13]2[C:14](=[C:9]([NH:8][C:23]([O:22][N:19]3[C:20](=[O:21])[CH2:15][CH2:16][C:17]3=[O:18])=[O:24])[CH:10]=[CH:11][CH:12]=2)[CH:6]=[N:7]1)=[O:3], predict the reactants needed to synthesize it. The reactants are: [C:1](=[O:4])([OH:3])[NH2:2].N[C:6]1[C:14]2[C:9](=[CH:10][CH:11]=[CH:12][CH:13]=2)[NH:8][N:7]=1.[CH2:15]1[C:20](=[O:21])[N:19]([O:22][C:23](ON2C(=O)CCC2=O)=[O:24])[C:17](=[O:18])[CH2:16]1.N1C=CC=C[CH:34]=1.